Dataset: Reaction yield outcomes from USPTO patents with 853,638 reactions. Task: Predict the reaction yield, written as a fraction of the theoretical maximum amount of product (1.0 means a 100% yield; for example, 0.34 means a 34% yield). (1) The reactants are [Br-:1].[C:2]([CH:5](CC)[CH2:6][CH2:7][N:8]1[C:12]2[CH:13]=[CH:14][CH:15]=[CH:16][C:11]=2[S:10][C:9]1=[CH:17][C:18]1[C:27]2[C:22](=[CH:23][CH:24]=[CH:25][CH:26]=2)[N+:21]([CH3:28])=[CH:20][CH:19]=1)([OH:4])=[O:3].[Br-].C(C(C)CCC[N+]1C2C=CC=CC=2SC=1C)(O)=O.[Br-].CC1SC2C=CC=CC=2[NH+]=1.[Br-].C[N+]1C2C(=CC=CC=2)C(C=C2N(CCCCC(O)=O)C3C=CC=CC=3S2)=CC=1. No catalyst specified. The product is [Br-:1].[C:2]([CH2:5][CH2:6][CH2:7][N:8]1[C:12]2[CH:13]=[CH:14][CH:15]=[CH:16][C:11]=2[S:10][C:9]1=[CH:17][C:18]1[C:27]2[C:22](=[CH:23][CH:24]=[CH:25][CH:26]=2)[N+:21]([CH3:28])=[CH:20][CH:19]=1)([OH:4])=[O:3]. The yield is 0.260. (2) The reactants are [C:1]1([C@@H:7]([OH:16])[C@@H:8]([C:10]2[CH:15]=[CH:14][CH:13]=[CH:12][CH:11]=2)[OH:9])[CH:6]=[CH:5][CH:4]=[CH:3][CH:2]=1.[CH3:17][C:18]1[CH2:23][CH2:22][CH2:21][C:20](=O)[CH:19]=1. The catalyst is C1C=CC=CC=1.CCOCC.CC1C=CC(S([O-])(=O)=O)=CC=1.C1C=C[NH+]=CC=1. The product is [CH3:17][C:18]1[CH2:23][CH2:22][CH2:21][C:20]2([O:9][C@H:8]([C:10]3[CH:15]=[CH:14][CH:13]=[CH:12][CH:11]=3)[C@@H:7]([C:1]3[CH:2]=[CH:3][CH:4]=[CH:5][CH:6]=3)[O:16]2)[CH:19]=1. The yield is 1.00. (3) The reactants are [CH:1]1([CH2:4][O:5][C:6]2[C:7]([OH:24])=[C:8]([C:14]3[CH:22]=[CH:21][CH:20]=[C:19]4[C:15]=3[CH2:16][CH2:17][C:18]4=[O:23])[CH:9]=[CH:10][C:11]=2[O:12][CH3:13])[CH2:3][CH2:2]1.C(=O)([O-])[O-].[K+].[K+].[CH3:31][CH2:32][CH2:33]Br. The catalyst is C(#N)C. The product is [CH:1]1([CH2:4][O:5][C:6]2[C:7]([O:24][CH2:31][CH2:32][CH3:33])=[C:8]([C:14]3[CH:22]=[CH:21][CH:20]=[C:19]4[C:15]=3[CH2:16][CH2:17][C:18]4=[O:23])[CH:9]=[CH:10][C:11]=2[O:12][CH3:13])[CH2:3][CH2:2]1. The yield is 0.220. (4) The catalyst is C(#N)C.O. The reactants are B(F)(F)F.CCOCC.[C:10]([CH2:12][C:13]1([N:33]2[CH:37]=[C:36]([C:38]3[C:39]4[CH:46]=[CH:45][N:44](COCC[Si](C)(C)C)[C:40]=4[N:41]=[CH:42][N:43]=3)[CH:35]=[N:34]2)[CH2:16][N:15]([C:17]2[N:18]=[CH:19][C:20]([C:23]([NH:25][C:26]3([C:29]([F:32])([F:31])[F:30])[CH2:28][CH2:27]3)=[O:24])=[N:21][CH:22]=2)[CH2:14]1)#[N:11].[OH-].[NH4+].C([O-])(O)=O.[Na+]. The product is [C:10]([CH2:12][C:13]1([N:33]2[CH:37]=[C:36]([C:38]3[C:39]4[CH:46]=[CH:45][NH:44][C:40]=4[N:41]=[CH:42][N:43]=3)[CH:35]=[N:34]2)[CH2:16][N:15]([C:17]2[N:18]=[CH:19][C:20]([C:23]([NH:25][C:26]3([C:29]([F:31])([F:30])[F:32])[CH2:27][CH2:28]3)=[O:24])=[N:21][CH:22]=2)[CH2:14]1)#[N:11]. The yield is 0.630. (5) The reactants are [Cl:1][C:2]1[CH:10]=[C:9]2[C:5](/[C:6](=[CH:12]/[C:13]3[CH:17]=[CH:16][O:15][CH:14]=3)/[C:7](=[O:11])[NH:8]2)=[CH:4][CH:3]=1.[C:18]([O:22][C:23](O[C:23]([O:22][C:18]([CH3:21])([CH3:20])[CH3:19])=[O:24])=[O:24])([CH3:21])([CH3:20])[CH3:19]. The catalyst is CN(C)C1C=CN=CC=1.ClCCl. The product is [C:18]([O:22][C:23]([N:8]1[C:9]2[C:5](=[CH:4][CH:3]=[C:2]([Cl:1])[CH:10]=2)/[C:6](=[CH:12]/[C:13]2[CH:17]=[CH:16][O:15][CH:14]=2)/[C:7]1=[O:11])=[O:24])([CH3:21])([CH3:20])[CH3:19]. The yield is 0.790. (6) The reactants are [NH2:1][C@H:2]1[CH2:6][CH2:5][O:4][C:3]1=[O:7].[BrH:8]. The catalyst is CC(O)=O. The product is [BrH:8].[NH2:1][C@@H:2]([CH2:6][CH2:5][Br:8])[C:3]([OH:4])=[O:7]. The yield is 0.980. (7) The reactants are [CH3:1][C:2](C)([O-])[CH3:3].[K+].[C:7]([O:11][C:12](=[O:43])[N:13]([C:22]1[S:23][C@:24]2([CH2:39][N:40]=[N+:41]=[N-:42])[C@H:26]([C@:27]([C:31]3[CH:36]=[C:35]([Br:37])[CH:34]=[CH:33][C:32]=3[F:38])([CH2:29][F:30])[N:28]=1)[CH2:25]2)[CH2:14][O:15][CH2:16][CH2:17][Si:18]([CH3:21])([CH3:20])[CH3:19])([CH3:10])([CH3:9])[CH3:8].CC(C)=O.C([O-])(O)=O.[Na+]. The catalyst is C1COCC1. The product is [C:7]([O:11][C:12](=[O:43])[N:13]([C:22]1[S:23][C@:24]2([CH2:39][N:40]3[C:2]([CH3:3])=[CH:1][N:42]=[N:41]3)[C@H:26]([C@:27]([C:31]3[CH:36]=[C:35]([Br:37])[CH:34]=[CH:33][C:32]=3[F:38])([CH2:29][F:30])[N:28]=1)[CH2:25]2)[CH2:14][O:15][CH2:16][CH2:17][Si:18]([CH3:19])([CH3:21])[CH3:20])([CH3:10])([CH3:8])[CH3:9]. The yield is 0.140.